From a dataset of Full USPTO retrosynthesis dataset with 1.9M reactions from patents (1976-2016). Predict the reactants needed to synthesize the given product. (1) Given the product [CH:21]1([N:27]([CH:31]2[CH2:36][CH2:35][CH2:34][CH2:33][CH2:32]2)[C:28]([O:14][CH2:13][C:12]#[C:11][C:3]2[CH:2]=[N:1][C:10]3[C:5]([CH:4]=2)=[CH:6][CH:7]=[CH:8][CH:9]=3)=[O:29])[CH2:22][CH2:23][CH2:24][CH2:25][CH2:26]1, predict the reactants needed to synthesize it. The reactants are: [N:1]1[C:10]2[C:5](=[CH:6][CH:7]=[CH:8][CH:9]=2)[CH:4]=[C:3]([C:11]#[C:12][CH2:13][OH:14])[CH:2]=1.CC(C)([O-])C.[K+].[CH:21]1([N:27]([CH:31]2[CH2:36][CH2:35][CH2:34][CH2:33][CH2:32]2)[C:28](Cl)=[O:29])[CH2:26][CH2:25][CH2:24][CH2:23][CH2:22]1.CC(OC)(C)C. (2) Given the product [NH2:24][C:22]1[N:21]=[CH:20][N:19]=[C:18]2[N:17]([C@H:25]3[CH2:30][CH2:29][C@@H:28]([N:31]4[CH2:32][CH2:33][N:34]([CH3:37])[CH2:35][CH2:36]4)[CH2:27][CH2:26]3)[N:16]=[C:15]([C:12]3[CH:13]=[CH:14][C:9]([OH:8])=[CH:10][CH:11]=3)[C:23]=12, predict the reactants needed to synthesize it. The reactants are: C([O:8][C:9]1[CH:14]=[CH:13][C:12]([C:15]2[C:23]3[C:18](=[N:19][CH:20]=[N:21][C:22]=3[NH2:24])[N:17]([C@H:25]3[CH2:30][CH2:29][C@@H:28]([N:31]4[CH2:36][CH2:35][N:34]([CH3:37])[CH2:33][CH2:32]4)[CH2:27][CH2:26]3)[N:16]=2)=[CH:11][CH:10]=1)C1C=CC=CC=1.C([O-])=O.[NH4+].